From a dataset of Peptide-MHC class II binding affinity with 134,281 pairs from IEDB. Regression. Given a peptide amino acid sequence and an MHC pseudo amino acid sequence, predict their binding affinity value. This is MHC class II binding data. (1) The peptide sequence is PRLLYAKSSPAYPSV. The MHC is HLA-DPA10103-DPB10301 with pseudo-sequence HLA-DPA10103-DPB10301. The binding affinity (normalized) is 0.145. (2) The peptide sequence is ADSEITETYKEGDAV. The MHC is DRB1_1501 with pseudo-sequence DRB1_1501. The binding affinity (normalized) is 0.127. (3) The peptide sequence is GVWVLAEPTKGKNER. The MHC is DRB1_1302 with pseudo-sequence DRB1_1302. The binding affinity (normalized) is 0.0278. (4) The peptide sequence is ATVATAPEVKYTVFETALKKAITAMS. The MHC is HLA-DQA10101-DQB10501 with pseudo-sequence HLA-DQA10101-DQB10501. The binding affinity (normalized) is 0.125. (5) The peptide sequence is EKKYFAATQFEPDAA. The MHC is HLA-DPA10103-DPB10401 with pseudo-sequence HLA-DPA10103-DPB10401. The binding affinity (normalized) is 0.897. (6) The MHC is DRB1_0301 with pseudo-sequence DRB1_0301. The peptide sequence is GLTSTRMFLKVRESNTTE. The binding affinity (normalized) is 0.157.